This data is from Peptide-MHC class I binding affinity with 185,985 pairs from IEDB/IMGT. The task is: Regression. Given a peptide amino acid sequence and an MHC pseudo amino acid sequence, predict their binding affinity value. This is MHC class I binding data. (1) The peptide sequence is ILGPDCCIE. The MHC is HLA-A02:01 with pseudo-sequence HLA-A02:01. The binding affinity (normalized) is 0.0533. (2) The peptide sequence is WEPEFYEAMY. The MHC is HLA-B44:03 with pseudo-sequence HLA-B44:03. The binding affinity (normalized) is 0.452.